From a dataset of Forward reaction prediction with 1.9M reactions from USPTO patents (1976-2016). Predict the product of the given reaction. (1) Given the reactants [O:1]=[S:2]1(=[O:28])[C:7]2[CH:8]=[CH:9][CH:10]=[CH:11][C:6]=2[NH:5][C:4]([C:12]2[C:17](=[O:18])[N:16]([N:19]=[CH:20][CH:21]([CH3:23])C)[C:15]3[CH:24]=[CH:25][S:26][C:14]=3[C:13]=2[OH:27])=[N:3]1.CO.[BH4-].[Li+].Cl.O1CC[CH2:36][CH2:35]1, predict the reaction product. The product is: [O:1]=[S:2]1(=[O:28])[C:7]2[CH:8]=[CH:9][CH:10]=[CH:11][C:6]=2[NH:5][C:4]([C:12]2[C:17](=[O:18])[N:16]([NH:19][CH:20]([CH2:35][CH3:36])[CH2:21][CH3:23])[C:15]3[CH:24]=[CH:25][S:26][C:14]=3[C:13]=2[OH:27])=[N:3]1. (2) Given the reactants ClC1C=CC(SCC)=C(CN)C=1.NC1C=CC(OC(F)(F)F)=CC=1[C:16]([NH:18][CH2:19][C:20]1[CH:25]=[C:24]([Cl:26])[CH:23]=[CH:22][C:21]=1[S:27][CH2:28][CH3:29])=O.[NH2:39][C:40]1[CH:48]=[C:47]([CH3:49])[C:46]([Br:50])=[CH:45][C:41]=1[C:42]([OH:44])=O, predict the reaction product. The product is: [Br:50][C:46]1[CH:45]=[C:41]2[C:40](=[CH:48][C:47]=1[CH3:49])[N:39]=[CH:16][N:18]([CH2:19][C:20]1[CH:25]=[C:24]([Cl:26])[CH:23]=[CH:22][C:21]=1[S:27][CH2:28][CH3:29])[C:42]2=[O:44]. (3) Given the reactants [C:1]1([N:7]2[C:19](=[O:20])[C:11]3[NH:12][C:13]4[CH:14]=[CH:15][CH:16]=[CH:17][C:18]=4[C:10]=3[NH:9][C:8]2=[S:21])[CH:6]=[CH:5][CH:4]=[CH:3][CH:2]=1.[OH-].[K+].O.Cl[CH2:26][C:27]([O:29][C:30]([CH3:33])([CH3:32])[CH3:31])=[O:28], predict the reaction product. The product is: [O:20]=[C:19]1[C:11]2[NH:12][C:13]3[CH:14]=[CH:15][CH:16]=[CH:17][C:18]=3[C:10]=2[N:9]=[C:8]([S:21][CH2:26][C:27]([O:29][C:30]([CH3:33])([CH3:32])[CH3:31])=[O:28])[N:7]1[C:1]1[CH:2]=[CH:3][CH:4]=[CH:5][CH:6]=1. (4) Given the reactants [H-].[Na+].[Si:3]([O:10][CH:11]1[CH2:14][N:13]([CH2:15][C@H:16]([OH:27])[C:17]([NH:19][C:20]2[CH:25]=[CH:24][C:23]([F:26])=[CH:22][N:21]=2)=[O:18])[CH2:12]1)([C:6]([CH3:9])([CH3:8])[CH3:7])([CH3:5])[CH3:4].Cl[C:29]1[N:34]=[CH:33][N:32]=[C:31]2[N:35]([C:38]3[CH:43]=[CH:42][CH:41]=[CH:40][C:39]=3[Cl:44])[N:36]=[CH:37][C:30]=12.C(O)(=O)CC(CC(O)=O)(C(O)=O)O, predict the reaction product. The product is: [Si:3]([O:10][CH:11]1[CH2:12][N:13]([CH2:15][C@H:16]([O:27][C:29]2[N:34]=[CH:33][N:32]=[C:31]3[N:35]([C:38]4[CH:43]=[CH:42][CH:41]=[CH:40][C:39]=4[Cl:44])[N:36]=[CH:37][C:30]=23)[C:17]([NH:19][C:20]2[CH:25]=[CH:24][C:23]([F:26])=[CH:22][N:21]=2)=[O:18])[CH2:14]1)([C:6]([CH3:9])([CH3:7])[CH3:8])([CH3:5])[CH3:4]. (5) Given the reactants [K+].Br[C:3]1[CH:11]=[CH:10][CH:9]=[CH:8][C:4]=1[C:5]([O-:7])=[O:6].[I:12][C:13]1[CH:19]=[CH:18][C:16]([NH2:17])=[CH:15][CH:14]=1.C([O-])([O-])=O.[K+].[K+], predict the reaction product. The product is: [I:12][C:13]1[CH:19]=[CH:18][C:16]([NH:17][C:3]2[CH:11]=[CH:10][CH:9]=[CH:8][C:4]=2[C:5]([OH:7])=[O:6])=[CH:15][CH:14]=1. (6) Given the reactants [OH-].[K+].[CH3:3][O:4][CH:5]([O:13][CH3:14])[CH2:6][NH:7][C:8](=[O:12])[O:9][CH2:10][CH3:11].[CH2:15](Br)[CH:16]=[CH2:17], predict the reaction product. The product is: [CH3:14][O:13][CH:5]([O:4][CH3:3])[CH2:6][N:7]([CH2:17][CH:16]=[CH2:15])[C:8](=[O:12])[O:9][CH2:10][CH3:11]. (7) Given the reactants [N+:1]([C:4]1[CH:9]=[CH:8][CH:7]=[CH:6][C:5]=1[NH:10][C:11]1[CH:16]=[CH:15][C:14]([C:17]([C:26]2[CH:31]=[CH:30][C:29]([NH:32][C:33]3[CH:38]=[CH:37][CH:36]=[CH:35][C:34]=3[N+:39]([O-])=O)=[CH:28][CH:27]=2)([C:22]([F:25])([F:24])[F:23])[C:18]([F:21])([F:20])[F:19])=[CH:13][CH:12]=1)([O-])=O.[H][H], predict the reaction product. The product is: [NH2:39][C:34]1[CH:35]=[CH:36][CH:37]=[CH:38][C:33]=1[NH:32][C:29]1[CH:28]=[CH:27][C:26]([C:17]([C:14]2[CH:15]=[CH:16][C:11]([NH:10][C:5]3[CH:6]=[CH:7][CH:8]=[CH:9][C:4]=3[NH2:1])=[CH:12][CH:13]=2)([C:22]([F:23])([F:24])[F:25])[C:18]([F:20])([F:21])[F:19])=[CH:31][CH:30]=1. (8) Given the reactants [Br:1][C:2]1[CH:7]=[CH:6][CH:5]=[CH:4][C:3]=1[CH2:8][CH2:9][I:10].[C:11]1([P:17]([C:24]2[CH:29]=[CH:28][CH:27]=[CH:26][CH:25]=2)[C:18]2[CH:23]=[CH:22][CH:21]=[CH:20][CH:19]=2)[CH:16]=[CH:15][CH:14]=[CH:13][CH:12]=1, predict the reaction product. The product is: [I-:10].[Br:1][C:2]1[CH:7]=[CH:6][CH:5]=[CH:4][C:3]=1[CH2:8][CH2:9][P+:17]([C:18]1[CH:19]=[CH:20][CH:21]=[CH:22][CH:23]=1)([C:24]1[CH:29]=[CH:28][CH:27]=[CH:26][CH:25]=1)[C:11]1[CH:12]=[CH:13][CH:14]=[CH:15][CH:16]=1. (9) Given the reactants O[CH2:2][C:3]1[CH:4]=[C:5]([C:9]2[N:10]([CH3:20])[C:11]3[C:16]([C:17]=2[C:18]#[N:19])=[CH:15][CH:14]=[CH:13][CH:12]=3)[CH:6]=[N:7][CH:8]=1.[C:21]1(=[O:31])[NH:25][C:24](=[O:26])[C:23]2=[CH:27][CH:28]=[CH:29][CH:30]=[C:22]12.N(C(N1CCCCC1)=O)=NC(N1CCCCC1)=O.C(P(CCCC)CCCC)CCC, predict the reaction product. The product is: [O:26]=[C:24]1[C:23]2[C:22](=[CH:30][CH:29]=[CH:28][CH:27]=2)[C:21](=[O:31])[N:25]1[CH2:2][C:3]1[CH:4]=[C:5]([C:9]2[N:10]([CH3:20])[C:11]3[C:16]([C:17]=2[C:18]#[N:19])=[CH:15][CH:14]=[CH:13][CH:12]=3)[CH:6]=[N:7][CH:8]=1. (10) Given the reactants [Cl-:1].O[CH2:3][CH2:4][NH+:5]1[CH2:10][CH2:9][S:8](=[O:12])(=[O:11])[CH2:7][CH2:6]1.Cl.N1C=CC=CC=1.S(Cl)([Cl:22])=O, predict the reaction product. The product is: [Cl-:22].[Cl:1][CH2:3][CH2:4][NH+:5]1[CH2:10][CH2:9][S:8](=[O:12])(=[O:11])[CH2:7][CH2:6]1.